From a dataset of Catalyst prediction with 721,799 reactions and 888 catalyst types from USPTO. Predict which catalyst facilitates the given reaction. (1) Reactant: [CH2:1]([C:3]1[CH:7]=[C:6]([CH2:8][CH3:9])[N:5]([C:10]2[CH:16]=[CH:15][C:13]([NH2:14])=[CH:12][C:11]=2[CH3:17])[N:4]=1)[CH3:2].[Br:18][CH2:19][C:20](Cl)=[O:21].C(=O)([O-])[O-].[K+].[K+]. Product: [CH2:1]([C:3]1[CH:7]=[C:6]([CH2:8][CH3:9])[N:5]([C:10]2[CH:16]=[CH:15][C:13]([NH:14][C:20]([CH2:19][Br:18])=[O:21])=[CH:12][C:11]=2[CH3:17])[N:4]=1)[CH3:2]. The catalyst class is: 38. (2) Reactant: [C:1]([O:5][C:6](=[O:18])[CH2:7][C@H:8]([CH2:12][C@H:13]([CH3:17])[CH2:14][CH2:15][CH3:16])[C:9](O)=[O:10])([CH3:4])([CH3:3])[CH3:2]. Product: [C:1]([O:5][C:6](=[O:18])[CH2:7][C@@H:8]([CH2:9][OH:10])[CH2:12][C@H:13]([CH3:17])[CH2:14][CH2:15][CH3:16])([CH3:2])([CH3:4])[CH3:3]. The catalyst class is: 220. (3) Reactant: [Cl:1][C:2]1[CH:7]=[CH:6][C:5]([O:8][C:9]2[CH:16]=[CH:15][C:14]([CH:17]=[CH2:18])=[CH:13][C:10]=2[C:11]#[N:12])=[CH:4][C:3]=1[C:19]([F:22])([F:21])[F:20].B1C2CCCC1CCC2.[OH2:32].[OH-].[Na+].OO. Product: [Cl:1][C:2]1[CH:7]=[CH:6][C:5]([O:8][C:9]2[CH:16]=[CH:15][C:14]([CH2:17][CH2:18][OH:32])=[CH:13][C:10]=2[C:11]#[N:12])=[CH:4][C:3]=1[C:19]([F:20])([F:21])[F:22]. The catalyst class is: 1. (4) Reactant: Br[C:2]1[N:3]=[N:4][C:5](Br)=[CH:6][CH:7]=1.[C:9]([O:13][C:14]([N:16]1[CH:22]2[CH2:23][CH2:24][CH:17]1[CH2:18][NH:19][C:20](=[O:25])[CH2:21]2)=[O:15])([CH3:12])([CH3:11])[CH3:10].CC1(C)C2C(=C(P(C3C=CC=CC=3)C3C=CC=CC=3)C=CC=2)OC2C(P(C3C=CC=CC=3)C3C=CC=CC=3)=CC=CC1=2.CC([O-])(C)C.[Na+].[CH3:74][N:75]([CH3:93])[C:76]([C:78]1[N:87]([CH:88]2[CH2:92][CH2:91][CH2:90][CH2:89]2)[C:81]2[N:82]=[C:83]([NH2:86])[N:84]=[CH:85][C:80]=2[CH:79]=1)=[O:77]. Product: [C:9]([O:13][C:14]([N:16]1[CH:22]2[CH2:23][CH2:24][CH:17]1[CH2:18][N:19]([C:2]1[N:3]=[N:4][C:5]([NH:86][C:83]3[N:84]=[CH:85][C:80]4[CH:79]=[C:78]([C:76](=[O:77])[N:75]([CH3:74])[CH3:93])[N:87]([CH:88]5[CH2:92][CH2:91][CH2:90][CH2:89]5)[C:81]=4[N:82]=3)=[CH:6][CH:7]=1)[C:20](=[O:25])[CH2:21]2)=[O:15])([CH3:12])([CH3:10])[CH3:11]. The catalyst class is: 101. (5) Reactant: Br[C:2]1[CH:11]=[CH:10][C:9]2[O:8][C@H:7]3[CH2:12][CH2:13][CH2:14][O:15][C@@H:6]3[C:5]3([CH2:19][O:18][CH:17]([NH2:20])[NH:16]3)[C:4]=2[CH:3]=1.[Cl:21][C:22]1[CH:23]=[C:24](B(O)O)[CH:25]=[N:26][CH:27]=1.C(=O)([O-])[O-].[K+].[K+].O1CCOCC1. Product: [Cl:21][C:22]1[CH:23]=[C:24]([C:2]2[CH:11]=[CH:10][C:9]3[O:8][C@H:7]4[CH2:12][CH2:13][CH2:14][O:15][C@@H:6]4[C:5]4([CH2:19][O:18][C:17]([NH2:20])=[N:16]4)[C:4]=3[CH:3]=2)[CH:25]=[N:26][CH:27]=1. The catalyst class is: 518. (6) Reactant: [NH:1]1[CH2:11][CH2:10][CH:4]([C:5]([O:7][CH2:8][CH3:9])=[O:6])[CH2:3][CH2:2]1.C(N(CC)CC)C.Cl[C:20]1[N:29]=[C:28]([NH:30][CH2:31][C:32]2[CH:37]=[CH:36][C:35]([O:38][CH3:39])=[C:34]([Cl:40])[CH:33]=2)[C:27]2[C:22](=[CH:23][CH:24]=[C:25]([C:41]#[N:42])[CH:26]=2)[N:21]=1. Product: [CH2:8]([O:7][C:5]([CH:4]1[CH2:3][CH2:2][N:1]([C:20]2[N:29]=[C:28]([NH:30][CH2:31][C:32]3[CH:37]=[CH:36][C:35]([O:38][CH3:39])=[C:34]([Cl:40])[CH:33]=3)[C:27]3[C:22](=[CH:23][CH:24]=[C:25]([C:41]#[N:42])[CH:26]=3)[N:21]=2)[CH2:11][CH2:10]1)=[O:6])[CH3:9]. The catalyst class is: 41.